Dataset: Forward reaction prediction with 1.9M reactions from USPTO patents (1976-2016). Task: Predict the product of the given reaction. (1) Given the reactants C[O:2][C:3]1[CH:4]=[C:5]([CH:21]=[CH:22][C:23]=1[CH3:24])[CH2:6][NH:7][C:8]1[CH:9]=[C:10]([C:14]2[CH:15]=[C:16]([OH:20])[CH:17]=[CH:18][CH:19]=2)[CH:11]=[N:12][CH:13]=1, predict the reaction product. The product is: [OH:20][C:16]1[CH:15]=[C:14]([C:10]2[CH:9]=[C:8]([NH:7][CH2:6][C:5]3[CH:21]=[CH:22][C:23]([CH3:24])=[C:3]([OH:2])[CH:4]=3)[CH:13]=[N:12][CH:11]=2)[CH:19]=[CH:18][CH:17]=1. (2) Given the reactants [CH3:1][C:2]1[C:10]([C:11]2[CH:12]=[CH:13][C:14]([NH2:17])=[N:15][CH:16]=2)=[CH:9][C:8]2[CH2:7][CH2:6][O:5][C:4]=2[CH:3]=1.[F:18][C:19]1[CH:27]=[CH:26][CH:25]=[CH:24][C:20]=1[C:21](Cl)=[O:22], predict the reaction product. The product is: [F:18][C:19]1[CH:27]=[CH:26][CH:25]=[CH:24][C:20]=1[C:21]([NH:17][C:14]1[CH:13]=[CH:12][C:11]([C:10]2[C:2]([CH3:1])=[CH:3][C:4]3[O:5][CH2:6][CH2:7][C:8]=3[CH:9]=2)=[CH:16][N:15]=1)=[O:22].